Predict the reactants needed to synthesize the given product. From a dataset of Full USPTO retrosynthesis dataset with 1.9M reactions from patents (1976-2016). (1) Given the product [Br:53][C:50]1[S:49][C:48]([NH:47][C:35]([NH:4][C:3]2[CH:5]=[CH:6][C:7]([O:9][C:10]3[C:19]4[C:14](=[CH:15][C:16]([O:22][CH3:23])=[C:17]([O:20][CH3:21])[CH:18]=4)[N:13]=[CH:12][CH:11]=3)=[CH:8][C:2]=2[Cl:1])=[O:41])=[N:52][CH:51]=1, predict the reactants needed to synthesize it. The reactants are: [Cl:1][C:2]1[CH:8]=[C:7]([O:9][C:10]2[C:19]3[C:14](=[CH:15][C:16]([O:22][CH3:23])=[C:17]([O:20][CH3:21])[CH:18]=3)[N:13]=[CH:12][CH:11]=2)[CH:6]=[CH:5][C:3]=1[NH2:4].C(N(CC)CC)C.ClC(Cl)(O[C:35](=[O:41])OC(Cl)(Cl)Cl)Cl.Br(O)(=O)=O.[NH2:47][C:48]1[S:49][C:50]([Br:53])=[CH:51][N:52]=1. (2) The reactants are: [CH3:1][C:2]1[C:6]2[CH:7]=[CH:8][C:9]([C:11]([F:14])([F:13])[F:12])=[CH:10][C:5]=2[S:4][C:3]=1[C:15]([O:17]C)=[O:16].[OH-].[Na+]. Given the product [CH3:1][C:2]1[C:6]2[CH:7]=[CH:8][C:9]([C:11]([F:12])([F:13])[F:14])=[CH:10][C:5]=2[S:4][C:3]=1[C:15]([OH:17])=[O:16], predict the reactants needed to synthesize it. (3) Given the product [Cl:1][C:2]1[N:11]=[C:10]([OH:13])[C:9]2[C:4](=[CH:5][CH:6]=[CH:7][CH:8]=2)[N:3]=1, predict the reactants needed to synthesize it. The reactants are: [Cl:1][C:2]1[N:11]=[C:10](Cl)[C:9]2[C:4](=[CH:5][CH:6]=[CH:7][CH:8]=2)[N:3]=1.[OH-:13].[Na+]. (4) Given the product [CH:1]([NH:4][C:5]1[N:6]=[C:7]([C:12]2[CH:17]=[CH:16][CH:15]=[C:14]([C:18]([F:19])([F:20])[F:21])[N:13]=2)[N:8]=[C:9]([NH:11][C:23]2[CH:28]=[CH:27][N:26]=[C:25]([C:29]3([C:32]#[N:33])[CH2:30][CH2:31]3)[CH:24]=2)[N:10]=1)([CH3:3])[CH3:2], predict the reactants needed to synthesize it. The reactants are: [CH:1]([NH:4][C:5]1[N:10]=[C:9]([NH2:11])[N:8]=[C:7]([C:12]2[CH:17]=[CH:16][CH:15]=[C:14]([C:18]([F:21])([F:20])[F:19])[N:13]=2)[N:6]=1)([CH3:3])[CH3:2].Cl[C:23]1[CH:28]=[CH:27][N:26]=[C:25]([C:29]2([C:32]#[N:33])[CH2:31][CH2:30]2)[CH:24]=1.C([O-])([O-])=O.[Cs+].[Cs+].C1C=CC(P(C2C(C3C(P(C4C=CC=CC=4)C4C=CC=CC=4)=CC=C4C=3C=CC=C4)=C3C(C=CC=C3)=CC=2)C2C=CC=CC=2)=CC=1.